Dataset: Catalyst prediction with 721,799 reactions and 888 catalyst types from USPTO. Task: Predict which catalyst facilitates the given reaction. Reactant: [CH2:1]([N:8]1[C:13](=[O:14])[C:12]2[CH:15]=[C:16](Br)[S:17][C:11]=2[N:10]=[C:9]1[CH:19]([NH:22][CH2:23][CH2:24][N:25]([CH3:27])[CH3:26])[CH2:20][CH3:21])[C:2]1[CH:7]=[CH:6][CH:5]=[CH:4][CH:3]=1. Product: [CH2:1]([N:8]1[C:13](=[O:14])[C:12]2[CH:15]=[CH:16][S:17][C:11]=2[N:10]=[C:9]1[CH:19]([NH:22][CH2:23][CH2:24][N:25]([CH3:27])[CH3:26])[CH2:20][CH3:21])[C:2]1[CH:3]=[CH:4][CH:5]=[CH:6][CH:7]=1. The catalyst class is: 78.